Dataset: hERG Central: cardiac toxicity at 1µM, 10µM, and general inhibition. Task: Predict hERG channel inhibition at various concentrations. The drug is CCc1c(C)nc2ncnn2c1N1CCC(C(=O)Nc2ccc(C)cc2)CC1. Results: hERG_inhib (hERG inhibition (general)): blocker.